From a dataset of Forward reaction prediction with 1.9M reactions from USPTO patents (1976-2016). Predict the product of the given reaction. Given the reactants [C:1]([O:5][C:6](=[O:19])[NH:7][C@H:8]([C:13]1[CH:18]=[CH:17][CH:16]=[CH:15][CH:14]=1)[C@@H:9]([OH:12])[CH2:10][OH:11])([CH3:4])([CH3:3])[CH3:2].[C:20]([Si:24]([CH3:27])([CH3:26])Cl)([CH3:23])([CH3:22])[CH3:21].N1C=CN=C1.ClCCl, predict the reaction product. The product is: [C:1]([O:5][C:6](=[O:19])[NH:7][C@H:8]([C:13]1[CH:14]=[CH:15][CH:16]=[CH:17][CH:18]=1)[C@@H:9]([OH:12])[CH2:10][O:11][Si:24]([C:20]([CH3:23])([CH3:22])[CH3:21])([CH3:27])[CH3:26])([CH3:4])([CH3:2])[CH3:3].